Task: Regression. Given two drug SMILES strings and cell line genomic features, predict the synergy score measuring deviation from expected non-interaction effect.. Dataset: NCI-60 drug combinations with 297,098 pairs across 59 cell lines (1) Drug 1: CC1CCC2CC(C(=CC=CC=CC(CC(C(=O)C(C(C(=CC(C(=O)CC(OC(=O)C3CCCCN3C(=O)C(=O)C1(O2)O)C(C)CC4CCC(C(C4)OC)O)C)C)O)OC)C)C)C)OC. Drug 2: CN(CC1=CN=C2C(=N1)C(=NC(=N2)N)N)C3=CC=C(C=C3)C(=O)NC(CCC(=O)O)C(=O)O. Cell line: UACC-257. Synergy scores: CSS=30.5, Synergy_ZIP=6.38, Synergy_Bliss=1.03, Synergy_Loewe=-22.7, Synergy_HSA=0.0659. (2) Drug 1: C1C(C(OC1N2C=NC3=C(N=C(N=C32)Cl)N)CO)O. Drug 2: C1CC(C1)(C(=O)O)C(=O)O.[NH2-].[NH2-].[Pt+2]. Cell line: IGROV1. Synergy scores: CSS=29.9, Synergy_ZIP=-6.68, Synergy_Bliss=-0.689, Synergy_Loewe=0.731, Synergy_HSA=1.31. (3) Drug 1: CC1C(C(=O)NC(C(=O)N2CCCC2C(=O)N(CC(=O)N(C(C(=O)O1)C(C)C)C)C)C(C)C)NC(=O)C3=C4C(=C(C=C3)C)OC5=C(C(=O)C(=C(C5=N4)C(=O)NC6C(OC(=O)C(N(C(=O)CN(C(=O)C7CCCN7C(=O)C(NC6=O)C(C)C)C)C)C(C)C)C)N)C. Drug 2: CC(C)CN1C=NC2=C1C3=CC=CC=C3N=C2N. Cell line: NCI-H226. Synergy scores: CSS=22.3, Synergy_ZIP=-7.48, Synergy_Bliss=-2.88, Synergy_Loewe=-3.03, Synergy_HSA=-0.420. (4) Drug 1: CN(C)N=NC1=C(NC=N1)C(=O)N. Drug 2: N.N.Cl[Pt+2]Cl. Cell line: SNB-75. Synergy scores: CSS=-4.10, Synergy_ZIP=1.68, Synergy_Bliss=0.123, Synergy_Loewe=-2.42, Synergy_HSA=-2.18. (5) Drug 1: CC1=C(C=C(C=C1)NC2=NC=CC(=N2)N(C)C3=CC4=NN(C(=C4C=C3)C)C)S(=O)(=O)N.Cl. Drug 2: CC1=C(C(CCC1)(C)C)C=CC(=CC=CC(=CC(=O)O)C)C. Cell line: CCRF-CEM. Synergy scores: CSS=7.08, Synergy_ZIP=0.0536, Synergy_Bliss=3.53, Synergy_Loewe=3.45, Synergy_HSA=4.24.